This data is from Forward reaction prediction with 1.9M reactions from USPTO patents (1976-2016). The task is: Predict the product of the given reaction. Given the reactants [C:1]([O:5][C:6]([NH:8][CH:9]=[N:10][C:11]1[S:12][C:13]([S:29][CH3:30])=[C:14]([C:16]2[N:17]=[C:18]([NH:21][C:22]3[CH:27]=[CH:26][C:25](O)=[CH:24][CH:23]=3)[S:19][CH:20]=2)[CH:15]=1)=[O:7])([CH3:4])([CH3:3])[CH3:2].C([O-])([O-])=[O:32].[Cs+].[Cs+].Br[CH2:38][C:39]([NH2:41])=[O:40], predict the reaction product. The product is: [C:1]([O:5][C:6]([NH:8][CH:9]=[N:10][C:11]1[S:12][C:13]([S:29][CH3:30])=[C:14]([C:16]2[N:17]=[C:18]([NH:21][C:22]3[CH:23]=[CH:24][CH:25]=[C:26]([O:32][CH2:38][C:39](=[O:40])[NH2:41])[CH:27]=3)[S:19][CH:20]=2)[CH:15]=1)=[O:7])([CH3:4])([CH3:2])[CH3:3].